From a dataset of Full USPTO retrosynthesis dataset with 1.9M reactions from patents (1976-2016). Predict the reactants needed to synthesize the given product. (1) Given the product [CH2:13]([O:9][C:8]1[CH:10]=[CH:11][C:3]([CH2:2][CH2:1][OH:12])=[CH:4][C:5]=1[O:6][CH3:7])[C:14]1[CH:19]=[CH:18][CH:17]=[CH:16][CH:15]=1, predict the reactants needed to synthesize it. The reactants are: [CH2:1]([OH:12])[CH2:2][C:3]1[CH:11]=[CH:10][C:8]([OH:9])=[C:5]([O:6][CH3:7])[CH:4]=1.[CH2:13](Br)[C:14]1[CH:19]=[CH:18][CH:17]=[CH:16][CH:15]=1.[OH-].[Na+]. (2) Given the product [CH2:1]([O:3][C:4](=[O:27])[C:5]1[CH:10]=[CH:9][C:8]([C:11]#[C:12][C:13]2[CH:22]=[CH:21][C:20]3[CH:19]([NH:34][CH:31]4[CH2:33][CH2:32]4)[CH2:18][CH2:17][C:16]([CH3:24])([CH3:25])[C:15]=3[CH:14]=2)=[CH:7][C:6]=1[F:26])[CH3:2], predict the reactants needed to synthesize it. The reactants are: [CH2:1]([O:3][C:4](=[O:27])[C:5]1[CH:10]=[CH:9][C:8]([C:11]#[C:12][C:13]2[CH:22]=[CH:21][C:20]3[C:19](=O)[CH2:18][CH2:17][C:16]([CH3:25])([CH3:24])[C:15]=3[CH:14]=2)=[CH:7][C:6]=1[F:26])[CH3:2].ClCCl.[CH:31]1([NH2:34])[CH2:33][CH2:32]1.C([BH3-])#N.[Na+]. (3) Given the product [CH2:17]([N:24]1[C:28](/[CH:29]=[CH:9]/[C:10]([O:12][CH2:13][CH3:14])=[O:11])=[CH:27][C:26]([O:31][CH2:32][CH2:33][CH3:34])=[N:25]1)[C:18]1[CH:19]=[CH:20][CH:21]=[CH:22][CH:23]=1, predict the reactants needed to synthesize it. The reactants are: C(OP([CH2:9][C:10]([O:12][CH2:13][CH3:14])=[O:11])(OCC)=O)C.[H-].[Na+].[CH2:17]([N:24]1[C:28]([CH:29]=O)=[CH:27][C:26]([O:31][CH2:32][CH2:33][CH3:34])=[N:25]1)[C:18]1[CH:23]=[CH:22][CH:21]=[CH:20][CH:19]=1.[Cl-].[NH4+]. (4) Given the product [N:14]1[CH:15]=[CH:16][CH:17]=[C:12]([O:11][CH2:10][C:7]2[CH:8]=[CH:9][C:4]([C:3]([OH:24])=[O:2])=[C:5]([C:18]3[CH:23]=[CH:22][CH:21]=[CH:20][CH:19]=3)[CH:6]=2)[CH:13]=1, predict the reactants needed to synthesize it. The reactants are: C[O:2][C:3](=[O:24])[C:4]1[CH:9]=[CH:8][C:7]([CH2:10][O:11][C:12]2[CH:13]=[N:14][CH:15]=[CH:16][CH:17]=2)=[CH:6][C:5]=1[C:18]1[CH:23]=[CH:22][CH:21]=[CH:20][CH:19]=1.CO.[OH-].[K+].